Task: Predict the product of the given reaction.. Dataset: Forward reaction prediction with 1.9M reactions from USPTO patents (1976-2016) (1) Given the reactants [C:1]([C:3]1[CH:8]=[CH:7][C:6]([CH2:9][C:10]([O:12][C:13](C)(C)[CH3:14])=[O:11])=[C:5]([F:17])[CH:4]=1)#[N:2].Cl.O1CCOCC1, predict the reaction product. The product is: [C:1]([C:3]1[CH:8]=[CH:7][C:6]([CH2:9][C:10]([O:12][CH2:13][CH3:14])=[O:11])=[C:5]([F:17])[CH:4]=1)#[N:2]. (2) Given the reactants [Cl:1][C:2]1[CH:3]=[C:4]([NH:10][C:11](=[O:19])[CH2:12][CH:13]([CH3:18])[CH2:14][C:15]([OH:17])=O)[CH:5]=[CH:6][C:7]=1[C:8]#[N:9].[NH2:20][C:21]1[CH:22]=[CH:23][C:24]2[N:25]([CH2:34][CH3:35])[C:26]3[C:31]([C:32]=2[CH:33]=1)=[CH:30][CH:29]=[CH:28][CH:27]=3.CCN(C(C)C)C(C)C.CN(C(ON1N=NC2C=CC=NC1=2)=[N+](C)C)C.F[P-](F)(F)(F)(F)F, predict the reaction product. The product is: [Cl:1][C:2]1[CH:3]=[C:4]([NH:10][C:11](=[O:19])[CH2:12][CH:13]([CH3:18])[CH2:14][C:15]([NH:20][C:21]2[CH:22]=[CH:23][C:24]3[N:25]([CH2:34][CH3:35])[C:26]4[C:31]([C:32]=3[CH:33]=2)=[CH:30][CH:29]=[CH:28][CH:27]=4)=[O:17])[CH:5]=[CH:6][C:7]=1[C:8]#[N:9]. (3) Given the reactants Cl.[NH2:2][C:3]1[N:8]=[CH:7][C:6]([C:9]2[N:10]=[C:11]([N:25]3[CH2:30][CH2:29][O:28][CH2:27][CH2:26]3)[C:12]3[S:17][C:16]([C:18]4([OH:24])[CH2:23][CH2:22][NH:21][CH2:20][CH2:19]4)=[CH:15][C:13]=3[N:14]=2)=[CH:5][N:4]=1.C([CH2:38][C:39]([NH2:44])([CH3:43])[C:40](O)=[O:41])(OC(C)(C)C)=O, predict the reaction product. The product is: [NH2:44][C:39]([CH3:43])([CH3:38])[C:40]([N:21]1[CH2:22][CH2:23][C:18]([C:16]2[S:17][C:12]3[C:11]([N:25]4[CH2:30][CH2:29][O:28][CH2:27][CH2:26]4)=[N:10][C:9]([C:6]4[CH:7]=[N:8][C:3]([NH2:2])=[N:4][CH:5]=4)=[N:14][C:13]=3[CH:15]=2)([OH:24])[CH2:19][CH2:20]1)=[O:41]. (4) Given the reactants [Cl:1][C:2]1[C:15]([Cl:16])=[CH:14][C:5]2[NH:6][C:7]([CH2:9][C:10]([F:13])([F:12])[F:11])=[N:8][C:4]=2[CH:3]=1.C(=O)([O-])[O-].[K+].[K+].[CH3:23][C:24]1[CH:25]=[C:26]([CH:29]=[CH:30][CH:31]=1)[CH2:27]Br, predict the reaction product. The product is: [Cl:16][C:15]1[C:2]([Cl:1])=[CH:3][C:4]2[N:8]([CH2:23][C:24]3[CH:31]=[CH:30][CH:29]=[C:26]([CH3:27])[CH:25]=3)[C:7]([CH2:9][C:10]([F:12])([F:13])[F:11])=[N:6][C:5]=2[CH:14]=1. (5) Given the reactants [Cl:1][C:2]1[CH:3]=[CH:4][C:5]2[N:11]3[CH:12]=[CH:13][CH:14]=[C:10]3[C@@H:9]([CH2:15][CH2:16][N:17]3[N:21]=[N:20][C:19]([C:22]([O:24]CC)=[O:23])=[N:18]3)[O:8][C@H:7]([C:27]3[CH:32]=[CH:31][CH:30]=[C:29]([O:33][CH3:34])[C:28]=3[O:35][CH3:36])[C:6]=2[CH:37]=1.C(=O)([O-])[O-].[K+].[K+], predict the reaction product. The product is: [Cl:1][C:2]1[CH:3]=[CH:4][C:5]2[N:11]3[CH:12]=[CH:13][CH:14]=[C:10]3[C@@H:9]([CH2:15][CH2:16][N:17]3[N:21]=[N:20][C:19]([C:22]([OH:24])=[O:23])=[N:18]3)[O:8][C@H:7]([C:27]3[CH:32]=[CH:31][CH:30]=[C:29]([O:33][CH3:34])[C:28]=3[O:35][CH3:36])[C:6]=2[CH:37]=1. (6) The product is: [F:3][C:4]1[CH:9]=[CH:8][C:7]([CH2:10][C:11]2[NH:2][N:1]=[C:13]([C:14]([O:16][CH2:17][CH3:18])=[O:15])[CH:12]=2)=[CH:6][CH:5]=1. Given the reactants [NH2:1][NH2:2].[F:3][C:4]1[CH:9]=[CH:8][C:7]([CH2:10][C:11](=O)[CH2:12][C:13](=O)[C:14]([O:16][CH2:17][CH3:18])=[O:15])=[CH:6][CH:5]=1, predict the reaction product. (7) Given the reactants Cl.[NH2:2][C:3]1[CH:8]=[CH:7][C:6]([OH:9])=[C:5]([F:10])[CH:4]=1.CC([O-])(C)C.[K+].[O:17]1[CH2:22][CH2:21][CH2:20][O:19][CH:18]1[C:23]1[N:28]=[CH:27][C:26]([C:29]2[S:37][C:36]3[C:31](=[N:32][CH:33]=[CH:34][C:35]=3Cl)[CH:30]=2)=[CH:25][CH:24]=1.O, predict the reaction product. The product is: [O:17]1[CH2:22][CH2:21][CH2:20][O:19][CH:18]1[C:23]1[N:28]=[CH:27][C:26]([C:29]2[S:37][C:36]3[C:31](=[N:32][CH:33]=[CH:34][C:35]=3[O:9][C:6]3[CH:7]=[CH:8][C:3]([NH2:2])=[CH:4][C:5]=3[F:10])[CH:30]=2)=[CH:25][CH:24]=1. (8) Given the reactants [Cl:1][C:2]1[C:3]([C:10]2[CH:15]=[CH:14][C:13]([C:16]([F:19])([F:18])[F:17])=[C:12]([F:20])[CH:11]=2)=[N:4][O:5][C:6]=1[C:7](O)=[O:8].S(Cl)([Cl:23])=O, predict the reaction product. The product is: [Cl:1][C:2]1[C:3]([C:10]2[CH:15]=[CH:14][C:13]([C:16]([F:19])([F:18])[F:17])=[C:12]([F:20])[CH:11]=2)=[N:4][O:5][C:6]=1[C:7]([Cl:23])=[O:8]. (9) The product is: [Cl:15][C:10]1[CH:11]=[CH:12][CH:13]=[CH:14][C:9]=1[C@@H:7]1[CH2:8][C@H:6]1[CH:4]([NH:3][O:2][CH3:1])[CH3:5]. Given the reactants [CH3:1][O:2][N:3]=[C:4]([C@@H:6]1[CH2:8][C@H:7]1[C:9]1[CH:14]=[CH:13][CH:12]=[CH:11][C:10]=1[Cl:15])[CH3:5].C([BH3-])#N.[Na+].C(=O)([O-])O.[Na+], predict the reaction product.